The task is: Predict the reactants needed to synthesize the given product.. This data is from Full USPTO retrosynthesis dataset with 1.9M reactions from patents (1976-2016). (1) Given the product [F:1][C:2]1[C:3]([CH2:4][NH:5][C:6]2[CH:11]=[CH:10][CH:9]=[CH:8][N:7]=2)=[CH:12][CH:13]=[C:14]([F:18])[C:15]=1[OH:16], predict the reactants needed to synthesize it. The reactants are: [F:1][C:2]1[C:15]([O:16]C)=[C:14]([F:18])[CH:13]=[CH:12][C:3]=1[CH2:4][NH:5][C:6]1[CH:11]=[CH:10][CH:9]=[CH:8][N:7]=1.B(Br)(Br)Br. (2) Given the product [F:1][C:2]1[CH:7]=[CH:6][C:5]([C:8]([F:11])([F:10])[F:9])=[CH:4][C:3]=1[NH:12][C:13]([NH:20][C:19]1[CH:21]=[CH:22][C:16]([I:15])=[CH:17][CH:18]=1)=[O:14], predict the reactants needed to synthesize it. The reactants are: [F:1][C:2]1[CH:7]=[CH:6][C:5]([C:8]([F:11])([F:10])[F:9])=[CH:4][C:3]=1[N:12]=[C:13]=[O:14].[I:15][C:16]1[CH:22]=[CH:21][C:19]([NH2:20])=[CH:18][CH:17]=1. (3) Given the product [Cl:1][C:2]1[C:3]([O:11][CH3:12])=[C:4]([CH2:8][CH2:9][NH2:10])[CH:5]=[CH:6][CH:7]=1, predict the reactants needed to synthesize it. The reactants are: [Cl:1][C:2]1[C:3]([O:11][CH3:12])=[C:4]([CH2:8][C:9]#[N:10])[CH:5]=[CH:6][CH:7]=1. (4) Given the product [NH2:20][C:3]1[C:4]2[S:9](=[O:11])(=[O:10])[N:8]=[C:7]([CH2:12][C:13]([O:15][CH2:16][CH3:17])=[O:14])[NH:6][C:5]=2[CH:18]=[CH:19][C:2]=1[OH:1], predict the reactants needed to synthesize it. The reactants are: [OH:1][C:2]1[CH:19]=[CH:18][C:5]2[NH:6][C:7]([CH2:12][C:13]([O:15][CH2:16][CH3:17])=[O:14])=[N:8][S:9](=[O:11])(=[O:10])[C:4]=2[C:3]=1[N+:20]([O-])=O.[H][H]. (5) The reactants are: [CH3:1][CH:2]1[CH2:11][C:10]2[C:5](=[CH:6][CH:7]=[C:8]([CH2:12][CH:13]=O)[CH:9]=2)[C:4](=[O:15])[O:3]1.[CH3:16][CH:17]1[CH2:22][NH:21][CH2:20][CH2:19][NH:18]1.C([BH3-])#N.[Na+]. Given the product [CH3:1][CH:2]1[CH2:11][C:10]2[C:5](=[CH:6][CH:7]=[C:8]([CH2:12][CH2:13][N:21]3[CH2:20][CH2:19][NH:18][CH:17]([CH3:16])[CH2:22]3)[CH:9]=2)[C:4](=[O:15])[O:3]1, predict the reactants needed to synthesize it. (6) Given the product [Br:30][C:31]1[N:36]=[C:35]([C:37]([NH:1][C:2]2[CH:3]=[N:4][CH:5]=[CH:6][C:7]=2[N:8]2[CH2:13][CH2:12][C@@H:11]([O:14][Si:15]([C:18]([CH3:21])([CH3:20])[CH3:19])([CH3:17])[CH3:16])[C@H:10]([NH:22][C:23](=[O:29])[O:24][C:25]([CH3:28])([CH3:27])[CH3:26])[CH2:9]2)=[O:38])[CH:34]=[CH:33][C:32]=1[F:40], predict the reactants needed to synthesize it. The reactants are: [NH2:1][C:2]1[CH:3]=[N:4][CH:5]=[CH:6][C:7]=1[N:8]1[CH2:13][CH2:12][C@@H:11]([O:14][Si:15]([C:18]([CH3:21])([CH3:20])[CH3:19])([CH3:17])[CH3:16])[C@H:10]([NH:22][C:23](=[O:29])[O:24][C:25]([CH3:28])([CH3:27])[CH3:26])[CH2:9]1.[Br:30][C:31]1[N:36]=[C:35]([C:37](O)=[O:38])[CH:34]=[CH:33][C:32]=1[F:40].